Dataset: Full USPTO retrosynthesis dataset with 1.9M reactions from patents (1976-2016). Task: Predict the reactants needed to synthesize the given product. (1) Given the product [OH:1][C:2]1[CH:3]=[C:4]([NH:8][C:9](=[O:11])[CH3:10])[CH:5]=[CH:6][C:7]=1[N:14]1[CH2:19][CH2:18][O:17][CH2:16][CH2:15]1, predict the reactants needed to synthesize it. The reactants are: [OH:1][C:2]1[CH:3]=[C:4]([NH:8][C:9](=[O:11])[CH3:10])[CH:5]=[CH:6][CH:7]=1.C=O.[NH:14]1[CH2:19][CH2:18][O:17][CH2:16][CH2:15]1. (2) Given the product [ClH:1].[Cl:1][C:2]1[CH:3]=[C:4]([C@@H:8]([OH:46])[CH2:9][NH:10][CH2:18][CH2:19][C:20]2[CH:25]=[CH:24][C:23]([C:26]3[CH:31]=[CH:30][C:29]([C:32]([NH:34][S:35]([CH2:38][CH2:39][CH2:40][OH:41])(=[O:37])=[O:36])=[O:33])=[C:28]([O:42][CH:43]([CH3:44])[CH3:45])[CH:27]=3)=[CH:22][CH:21]=2)[CH:5]=[CH:6][CH:7]=1, predict the reactants needed to synthesize it. The reactants are: [Cl:1][C:2]1[CH:3]=[C:4]([C@@H:8]([OH:46])[CH2:9][N:10]([CH2:18][CH2:19][C:20]2[CH:25]=[CH:24][C:23]([C:26]3[CH:31]=[CH:30][C:29]([C:32]([NH:34][S:35]([CH2:38][CH2:39][CH2:40][OH:41])(=[O:37])=[O:36])=[O:33])=[C:28]([O:42][CH:43]([CH3:45])[CH3:44])[CH:27]=3)=[CH:22][CH:21]=2)C(=O)OC(C)(C)C)[CH:5]=[CH:6][CH:7]=1.Cl. (3) Given the product [C:14]1(=[O:15])[O:16][C:11](=[O:17])[CH:12]=[CH:13]1.[CH3:10][CH2:9][CH2:8][CH2:7][CH2:6][CH2:5][CH2:4][CH2:3][CH:2]=[CH2:1], predict the reactants needed to synthesize it. The reactants are: [CH3:1][CH2:2][CH2:3][CH2:4][CH2:5][CH2:6][CH2:7][CH2:8][CH:9]=[CH2:10].[C:11]1(=[O:17])[O:16][C:14](=[O:15])[CH:13]=[CH:12]1.N(C(C)(C)C#N)=NC(C)(C)C#N.